From a dataset of Full USPTO retrosynthesis dataset with 1.9M reactions from patents (1976-2016). Predict the reactants needed to synthesize the given product. (1) Given the product [CH3:1][O:2][C:3]1[C:4]([CH3:34])=[C:5]([C:25]([O:32][CH3:33])=[C:26]([O:30][CH3:31])[C:27]=1[O:28][CH3:29])[CH2:6][C:7]1[CH:8]=[CH:9][C:10]([O:17][CH2:18][C:19]2[CH:20]=[CH:21][N:22]=[CH:23][CH:24]=2)=[C:11]([CH:16]=1)[C:12]([OH:14])=[O:13], predict the reactants needed to synthesize it. The reactants are: [CH3:1][O:2][C:3]1[C:4]([CH3:34])=[C:5]([C:25]([O:32][CH3:33])=[C:26]([O:30][CH3:31])[C:27]=1[O:28][CH3:29])[CH2:6][C:7]1[CH:8]=[CH:9][C:10]([O:17][CH2:18][C:19]2[CH:24]=[CH:23][N:22]=[CH:21][CH:20]=2)=[C:11]([CH:16]=1)[C:12]([O:14]C)=[O:13].Cl. (2) Given the product [F:12][C:13]1[CH:14]=[C:15]([CH:18]=[CH:19][C:20]=1[N:21]1[CH2:26][CH2:25][O:24][CH2:23][CH2:22]1)[CH2:16][NH2:17], predict the reactants needed to synthesize it. The reactants are: C1COCC1.[H-].[Al+3].[Li+].[H-].[H-].[H-].[F:12][C:13]1[CH:14]=[C:15]([CH:18]=[CH:19][C:20]=1[N:21]1[CH2:26][CH2:25][O:24][CH2:23][CH2:22]1)[C:16]#[N:17].[OH-].[Na+]. (3) The reactants are: [CH3:1][C:2]([C:7]1[C:12]([C:13]#[C:14][C:15]2[CH:20]=[CH:19][CH:18]=[CH:17][C:16]=2[C:21]([F:24])([F:23])[F:22])=[N:11][CH:10]=[CH:9][N:8]=1)([CH3:6])[C:3]([OH:5])=[O:4]. Given the product [CH3:6][C:2]1([CH3:1])[C:7]2[C:12](=[N:11][CH:10]=[CH:9][N:8]=2)/[C:13](=[CH:14]/[C:15]2[CH:20]=[CH:19][CH:18]=[CH:17][C:16]=2[C:21]([F:23])([F:24])[F:22])/[O:4][C:3]1=[O:5], predict the reactants needed to synthesize it. (4) Given the product [CH:13]1([NH:16][CH2:2][CH2:3][C:4]2[CH:9]=[CH:8][C:7]([N+:10]([O-:12])=[O:11])=[CH:6][CH:5]=2)[CH2:15][CH2:14]1, predict the reactants needed to synthesize it. The reactants are: Br[CH2:2][CH2:3][C:4]1[CH:9]=[CH:8][C:7]([N+:10]([O-:12])=[O:11])=[CH:6][CH:5]=1.[CH:13]1([NH2:16])[CH2:15][CH2:14]1. (5) The reactants are: [Cl:1][C:2]1[CH:3]=[C:4]([S:9]([NH:12][C@@H:13]2[CH2:17][CH2:16][N:15]([CH3:18])[C:14]2=[O:19])(=[O:11])=[O:10])[CH:5]=[N:6][C:7]=1Cl.[NH2:20][NH2:21].C(O)CCCC. Given the product [Cl:1][C:2]1[CH:3]=[C:4]([S:9]([NH:12][C@@H:13]2[CH2:17][CH2:16][N:15]([CH3:18])[C:14]2=[O:19])(=[O:11])=[O:10])[CH:5]=[N:6][C:7]=1[NH:20][NH2:21], predict the reactants needed to synthesize it. (6) Given the product [CH:35]([O:34][C:32](=[O:33])[NH:17][C:14]1[CH:15]=[CH:16][C:11]([O:10][CH2:9][CH2:8][N:1]2[CH2:7][CH2:6][CH2:5][CH2:4][CH2:3][CH2:2]2)=[C:12]([C:18]2[N:19]([CH3:24])[N:20]=[CH:21][C:22]=2[Br:23])[CH:13]=1)([CH3:37])[CH3:36], predict the reactants needed to synthesize it. The reactants are: [N:1]1([CH2:8][CH2:9][O:10][C:11]2[CH:16]=[CH:15][C:14]([NH2:17])=[CH:13][C:12]=2[C:18]2[N:19]([CH3:24])[N:20]=[CH:21][C:22]=2[Br:23])[CH2:7][CH2:6][CH2:5][CH2:4][CH2:3][CH2:2]1.CC(N(C)C)=O.Cl[C:32]([O:34][CH:35]([CH3:37])[CH3:36])=[O:33]. (7) Given the product [Cl:1][C:2]1[N:3]=[C:4]([NH:27][CH2:28][CH2:29][CH2:30][CH2:31][O:32][C:33]2[CH:40]=[C:39]([N+:41]([O-:43])=[O:42])[CH:38]=[CH:37][C:34]=2[C:35]#[N:36])[C:5]2[CH2:10][CH2:9][CH:8]([C:11]3[CH:16]=[CH:15][CH:14]=[CH:13][CH:12]=3)[C:6]=2[N:7]=1, predict the reactants needed to synthesize it. The reactants are: [Cl:1][C:2]1[N:3]=[C:4](Cl)[C:5]2[CH2:10][CH2:9][CH:8]([C:11]3[CH:16]=[CH:15][CH:14]=[CH:13][CH:12]=3)[C:6]=2[N:7]=1.C(N(C(C)C)CC)(C)C.[NH2:27][CH2:28][CH2:29][CH2:30][CH2:31][O:32][C:33]1[CH:40]=[C:39]([N+:41]([O-:43])=[O:42])[CH:38]=[CH:37][C:34]=1[C:35]#[N:36]. (8) Given the product [O:32]=[C:27]1[NH:28][C:29](=[O:31])[C:30](=[CH:1][C:3]2[CH:4]=[CH:5][C:6]([C:9]3[CH:14]=[CH:13][CH:12]=[C:11]([CH2:15][NH:16][C:17]([NH:19][C:20]4[CH:25]=[CH:24][CH:23]=[CH:22][CH:21]=4)=[O:18])[CH:10]=3)=[CH:7][CH:8]=2)[S:26]1, predict the reactants needed to synthesize it. The reactants are: [CH:1]([C:3]1[CH:8]=[CH:7][C:6]([C:9]2[CH:14]=[CH:13][CH:12]=[C:11]([CH2:15][NH:16][C:17]([NH:19][C:20]3[CH:25]=[CH:24][CH:23]=[CH:22][CH:21]=3)=[O:18])[CH:10]=2)=[CH:5][CH:4]=1)=O.[S:26]1[CH2:30][C:29](=[O:31])[NH:28][C:27]1=[O:32]. (9) Given the product [F:1][C:2]([F:13])([F:12])[CH2:3][O:4][C:5]1[CH:10]=[CH:9][CH:8]=[CH:7][C:6]=1[NH:21][C:22]1[CH:23]=[CH:24][CH:25]=[CH:26][CH:27]=1, predict the reactants needed to synthesize it. The reactants are: [F:1][C:2]([F:13])([F:12])[CH2:3][O:4][C:5]1[CH:10]=[CH:9][CH:8]=[CH:7][C:6]=1Br.C1(C)C=CC=CC=1.[NH2:21][C:22]1[CH:23]=[C:24](B(O)O)[CH:25]=[CH:26][CH:27]=1.C(=O)([O-])[O-].[Na+].[Na+]. (10) The reactants are: [CH3:1][C:2]1[CH:7]=[C:6]([CH3:8])[CH:5]=[C:4]([CH3:9])[C:3]=1[CH:10]([C:14]([NH2:16])=[O:15])[C:11]([NH2:13])=[O:12].N1[CH2:22][CH2:21][CH2:20][CH2:19]N1.Cl. Given the product [CH3:9][C:4]1[CH:5]=[C:6]([CH3:8])[CH:7]=[C:2]([CH3:1])[C:3]=1[CH:10]1[C:11](=[O:12])[N:13]2[CH2:19][CH2:20][CH2:21][CH2:22][N:16]2[C:14]1=[O:15], predict the reactants needed to synthesize it.